This data is from Reaction yield outcomes from USPTO patents with 853,638 reactions. The task is: Predict the reaction yield, written as a fraction of the theoretical maximum amount of product (1.0 means a 100% yield; for example, 0.34 means a 34% yield). (1) The reactants are [F:1][C:2]1[CH:3]=[C:4]([C:8]2[S:9][C:10]([NH:14][C:15](=[O:21])[CH:16]([CH3:20])[CH2:17][S:18][CH3:19])=[C:11]([CH3:13])[N:12]=2)[CH:5]=[N:6][CH:7]=1.[N:22]#[C:23][NH2:24].IC1C=CC=C(CC([O-])=[O:34])C=1CC([O-])=O. The catalyst is ClCCl. The product is [C:23]([N:24]=[S:18]([CH2:17][CH:16]([CH3:20])[C:15]([NH:14][C:10]1[S:9][C:8]([C:4]2[CH:5]=[N:6][CH:7]=[C:2]([F:1])[CH:3]=2)=[N:12][C:11]=1[CH3:13])=[O:21])([CH3:19])=[O:34])#[N:22]. The yield is 0.600. (2) The reactants are [Cl:1][C:2]1[CH:3]=[C:4]([C:9]2([CH:15]([OH:17])[CH3:16])[CH2:14][CH2:13][CH2:12][CH2:11][CH2:10]2)[CH:5]=[CH:6][C:7]=1[Cl:8].CC(OI1(OC(C)=O)(OC(C)=O)OC(=O)C2C=CC=CC1=2)=O. The catalyst is C(Cl)Cl. The product is [Cl:1][C:2]1[CH:3]=[C:4]([C:9]2([C:15](=[O:17])[CH3:16])[CH2:14][CH2:13][CH2:12][CH2:11][CH2:10]2)[CH:5]=[CH:6][C:7]=1[Cl:8]. The yield is 0.670. (3) The reactants are [NH2:1][C@@H:2]([CH2:15][C:16]1[CH:21]=[CH:20][C:19]([C:22]2[N:27]=[CH:26][C:25]([C:28]3[CH:33]=[CH:32][C:31]([O:34][CH2:35][CH2:36][CH2:37][CH2:38][CH2:39][CH2:40][CH3:41])=[CH:30][CH:29]=3)=[CH:24][N:23]=2)=[CH:18][CH:17]=1)[C:3]([NH:5][C@H:6]([CH3:14])[C:7]([O:9][C:10]([CH3:13])([CH3:12])[CH3:11])=[O:8])=[O:4].[C:42]([C:46]1[CH:54]=[CH:53][C:49]([C:50](O)=[O:51])=[CH:48][CH:47]=1)([CH3:45])([CH3:44])[CH3:43].CN(C(ON1N=NC2C=CC=NC1=2)=[N+](C)C)C.F[P-](F)(F)(F)(F)F. The catalyst is CN(C=O)C.CC(=O)OCC. The product is [C:42]([C:46]1[CH:47]=[CH:48][C:49]([C:50]([NH:1][C@@H:2]([CH2:15][C:16]2[CH:21]=[CH:20][C:19]([C:22]3[N:27]=[CH:26][C:25]([C:28]4[CH:33]=[CH:32][C:31]([O:34][CH2:35][CH2:36][CH2:37][CH2:38][CH2:39][CH2:40][CH3:41])=[CH:30][CH:29]=4)=[CH:24][N:23]=3)=[CH:18][CH:17]=2)[C:3]([NH:5][C@H:6]([CH3:14])[C:7]([O:9][C:10]([CH3:11])([CH3:12])[CH3:13])=[O:8])=[O:4])=[O:51])=[CH:53][CH:54]=1)([CH3:45])([CH3:43])[CH3:44]. The yield is 0.780. (4) The reactants are [NH2:1][C:2]1[NH:6][C:5]2[CH:7]=[CH:8][C:9]([C:11]([OH:13])=O)=[CH:10][C:4]=2[N:3]=1.[NH:14]1[CH2:19][CH2:18][CH2:17][C@@H:16]2[C:20]3[CH:21]=[CH:22][CH:23]=[CH:24][C:25]=3[CH2:26][C@H:15]12.F[P-](F)(F)(F)(F)F.N1(OC(N(C)C)=[N+](C)C)C2N=CC=CC=2N=N1. No catalyst specified. The product is [NH2:1][C:2]1[NH:6][C:5]2[CH:7]=[CH:8][C:9]([C:11]([N:14]3[CH2:19][CH2:18][CH2:17][C@@H:16]4[C:20]5[CH:21]=[CH:22][CH:23]=[CH:24][C:25]=5[CH2:26][C@H:15]34)=[O:13])=[CH:10][C:4]=2[N:3]=1. The yield is 0.710.